This data is from Catalyst prediction with 721,799 reactions and 888 catalyst types from USPTO. The task is: Predict which catalyst facilitates the given reaction. Reactant: [Br:1]Br.[CH3:3][O:4][C:5]1[CH:10]=[CH:9][C:8]([OH:11])=[C:7]([N+:12]([O-:14])=[O:13])[CH:6]=1.C([O-])(=O)C.[Na+].S(=O)(=O)(O)O. Product: [Br:1][C:9]1[CH:10]=[C:5]([O:4][CH3:3])[CH:6]=[C:7]([N+:12]([O-:14])=[O:13])[C:8]=1[OH:11]. The catalyst class is: 86.